This data is from Peptide-MHC class I binding affinity with 185,985 pairs from IEDB/IMGT. The task is: Regression. Given a peptide amino acid sequence and an MHC pseudo amino acid sequence, predict their binding affinity value. This is MHC class I binding data. (1) The MHC is HLA-A25:01 with pseudo-sequence HLA-A25:01. The peptide sequence is YLQAKSQVL. The binding affinity (normalized) is 0.0847. (2) The peptide sequence is EWIFRALKY. The MHC is HLA-A32:01 with pseudo-sequence HLA-A32:01. The binding affinity (normalized) is 0. (3) The peptide sequence is LASIAGHHF. The MHC is HLA-B58:01 with pseudo-sequence HLA-B58:01. The binding affinity (normalized) is 0.574. (4) The peptide sequence is MRMAWGGSY. The MHC is Mamu-B17 with pseudo-sequence Mamu-B17. The binding affinity (normalized) is 0.760. (5) The peptide sequence is LPSGLFQASA. The MHC is HLA-B07:02 with pseudo-sequence HLA-B07:02. The binding affinity (normalized) is 0.468.